From a dataset of Full USPTO retrosynthesis dataset with 1.9M reactions from patents (1976-2016). Predict the reactants needed to synthesize the given product. (1) Given the product [Br:1][C:2]1[CH:3]=[CH:4][C:5]([C:28]2([OH:32])[CH2:29][CH2:30][CH2:31][N:26]3[CH:25]=[N:24][CH:23]=[C:27]23)=[C:6]([CH2:7][OH:8])[CH:16]=1, predict the reactants needed to synthesize it. The reactants are: [Br:1][C:2]1[CH:3]=[CH:4][C:5](I)=[C:6]([CH:16]=1)[CH2:7][O:8][Si](C(C)(C)C)(C)C.C([Mg]Cl)(C)C.[CH:23]1[N:24]=[CH:25][N:26]2[CH2:31][CH2:30][CH2:29][C:28](=[O:32])[C:27]=12.Cl. (2) The reactants are: [C:1]1([C@H:13]2[CH2:18][CH2:17][C@H:16]([NH:19][CH2:20][C:21]([F:24])([F:23])[F:22])[CH2:15][CH2:14]2)[N:2]=[N:3][N:4]2[C:9]=1[C:8]1[CH:10]=[CH:11][NH:12][C:7]=1[N:6]=[CH:5]2.[CH:25]1([CH:28]=O)[CH2:27][CH2:26]1.B.N1C=CC=CC=1C.[OH-].[Na+]. Given the product [CH:25]1([CH2:28][N:19]([CH2:20][C:21]([F:23])([F:22])[F:24])[C@H:16]2[CH2:15][CH2:14][C@H:13]([C:1]3[N:2]=[N:3][N:4]4[C:9]=3[C:8]3[CH:10]=[CH:11][NH:12][C:7]=3[N:6]=[CH:5]4)[CH2:18][CH2:17]2)[CH2:27][CH2:26]1, predict the reactants needed to synthesize it. (3) Given the product [Cl:1][C:2]1[C:7]([Cl:8])=[CH:6][CH:5]=[CH:4][C:3]=1[C:13]1[N:18]=[C:17]([NH2:19])[N:16]=[C:15]([NH:20][CH2:21][C:22]([F:25])([F:24])[F:23])[CH:14]=1, predict the reactants needed to synthesize it. The reactants are: [Cl:1][C:2]1[C:7]([Cl:8])=[CH:6][CH:5]=[CH:4][C:3]=1B(O)O.Cl[C:13]1[N:18]=[C:17]([NH2:19])[N:16]=[C:15]([NH:20][CH2:21][C:22]([F:25])([F:24])[F:23])[CH:14]=1. (4) Given the product [CH3:21][Si:22]([C:25]#[C:26][C:2]1[CH:3]=[C:4]([C:8]2[CH:13]=[CH:12][CH:11]=[CH:10][N:9]=2)[CH:5]=[CH:6][CH:7]=1)([CH3:24])[CH3:23], predict the reactants needed to synthesize it. The reactants are: I[C:2]1[CH:3]=[C:4]([C:8]2[CH:13]=[CH:12][CH:11]=[CH:10][N:9]=2)[CH:5]=[CH:6][CH:7]=1.C(N(CC)CC)C.[CH3:21][Si:22]([C:25]#[CH:26])([CH3:24])[CH3:23].Cl.